From a dataset of Catalyst prediction with 721,799 reactions and 888 catalyst types from USPTO. Predict which catalyst facilitates the given reaction. (1) Product: [CH2:12]([O:11][C@@H:9]([C@H:8]1[CH2:19][O:20][CH2:21][C@@H:22]([C:24]2[CH:29]=[CH:28][C:27]([Cl:30])=[CH:26][CH:25]=2)[NH:7]1)[CH3:10])[C:13]1[CH:18]=[CH:17][CH:16]=[CH:15][CH:14]=1. Reactant: C(OC(=O)[NH:7][C@H:8]([CH2:19][O:20][CH2:21][C:22]([C:24]1[CH:29]=[CH:28][C:27]([Cl:30])=[CH:26][CH:25]=1)=O)[C@H:9]([O:11][CH2:12][C:13]1[CH:18]=[CH:17][CH:16]=[CH:15][CH:14]=1)[CH3:10])(C)(C)C. The catalyst class is: 601. (2) The catalyst class is: 17. Product: [C:15]([O:1][C:2]1[CH:3]=[C:4]2[C:9](=[CH:10][C:11]=1[O:12][CH3:13])[N:8]=[CH:7][NH:6][C:5]2=[O:14])(=[O:17])[CH3:16]. Reactant: [OH:1][C:2]1[CH:3]=[C:4]2[C:9](=[CH:10][C:11]=1[O:12][CH3:13])[N:8]=[CH:7][NH:6][C:5]2=[O:14].[C:15](OC(=O)C)(=[O:17])[CH3:16]. (3) The catalyst class is: 3. Reactant: [Cl:1][C:2]1[CH:28]=[CH:27][C:5]([CH2:6][NH:7][C:8]([C:10]2[C:11]([OH:26])=[C:12]3[CH:18]=[C:17]([CH2:19][N:20]4[CH2:25][CH2:24][O:23][CH2:22][CH2:21]4)[S:16][C:13]3=[N:14][CH:15]=2)=[O:9])=[CH:4][CH:3]=1.C(=O)([O-])[O-].[K+].[K+].[CH2:35](Br)[C:36]1[CH:41]=[CH:40][CH:39]=[CH:38][CH:37]=1.O. Product: [CH2:35]([N:14]1[CH:15]=[C:10]([C:8]([NH:7][CH2:6][C:5]2[CH:27]=[CH:28][C:2]([Cl:1])=[CH:3][CH:4]=2)=[O:9])[C:11](=[O:26])[C:12]2[CH:18]=[C:17]([CH2:19][N:20]3[CH2:21][CH2:22][O:23][CH2:24][CH2:25]3)[S:16][C:13]1=2)[C:36]1[CH:41]=[CH:40][CH:39]=[CH:38][CH:37]=1. (4) Reactant: [CH3:1][O:2][C:3]1[CH:12]=[C:11]([CH3:13])[CH:10]=[CH:9][C:4]=1[C:5]([O:7][CH3:8])=[O:6].[I:14]Cl. Product: [I:14][C:10]1[C:11]([CH3:13])=[CH:12][C:3]([O:2][CH3:1])=[C:4]([CH:9]=1)[C:5]([O:7][CH3:8])=[O:6]. The catalyst class is: 5. (5) Reactant: [F:1][C:2]1[CH:7]=[C:6]([N+:8]([O-])=O)[CH:5]=[CH:4][C:3]=1[O:11][C:12](=[O:14])[CH3:13]. Product: [NH2:8][C:6]1[CH:5]=[CH:4][C:3]([O:11][C:12](=[O:14])[CH3:13])=[C:2]([F:1])[CH:7]=1. The catalyst class is: 94. (6) Reactant: [OH:1][C:2]1[CH:16]=[CH:15][C:5]2[N:6]=[C:7]([NH:9][C:10]([CH:12]3[CH2:14][CH2:13]3)=[O:11])[S:8][C:4]=2[CH:3]=1.F[C:18]1[CH:23]=[CH:22][CH:21]=[C:20]([N+:24]([O-:26])=[O:25])[CH:19]=1.C(=O)([O-])[O-].[K+].[K+].CN(C)C=O. Product: [N+:24]([C:20]1[CH:19]=[C:18]([CH:23]=[CH:22][CH:21]=1)[O:1][C:2]1[CH:16]=[CH:15][C:5]2[N:6]=[C:7]([NH:9][C:10]([CH:12]3[CH2:13][CH2:14]3)=[O:11])[S:8][C:4]=2[CH:3]=1)([O-:26])=[O:25]. The catalyst class is: 6. (7) Reactant: [C:1]([C:3]1[CH:4]=[C:5]([F:32])[C:6]([NH:19][CH:20]([C:26]2([CH3:31])[CH2:30][CH2:29][CH2:28][CH2:27]2)[CH2:21][C:22]([O:24]C)=[O:23])=[N:7][C:8]=1[C:9]1[C:17]2[C:12](=[N:13][CH:14]=[C:15]([F:18])[CH:16]=2)[NH:11][CH:10]=1)#[N:2].C(C1C=C(F)C(N[C@@H](C2(C)CCCC2)CC(OC)=O)=NC=1C1C2C(=NC=C(F)C=2)NC=1)#N.[OH-].[Li+]. Product: [C:1]([C:3]1[CH:4]=[C:5]([F:32])[C:6]([NH:19][C@@H:20]([C:26]2([CH3:31])[CH2:27][CH2:28][CH2:29][CH2:30]2)[CH2:21][C:22]([OH:24])=[O:23])=[N:7][C:8]=1[C:9]1[C:17]2[C:12](=[N:13][CH:14]=[C:15]([F:18])[CH:16]=2)[NH:11][CH:10]=1)#[N:2]. The catalyst class is: 20. (8) Reactant: [CH3:1][N:2]([CH3:18])[C:3]1[N:8]=[C:7]([NH:9][C@@H:10]2[CH2:15][CH2:14][C@H:13]([NH2:16])[CH2:12][CH2:11]2)[C:6]([CH3:17])=[CH:5][N:4]=1.[CH2:19]([O:21][C:22]1[CH:23]=[C:24]([CH:28]=[CH:29][C:30]=1[O:31][CH2:32][CH3:33])[C:25](O)=[O:26])[CH3:20].N1C=CC=CC=1.CN(C(ON1N=NC2C=CC=NC1=2)=[N+](C)C)C.F[P-](F)(F)(F)(F)F.[C:64]([OH:70])([C:66]([F:69])([F:68])[F:67])=[O:65]. Product: [F:67][C:66]([F:69])([F:68])[C:64]([OH:70])=[O:65].[CH3:1][N:2]([CH3:18])[C:3]1[N:8]=[C:7]([NH:9][C@@H:10]2[CH2:15][CH2:14][C@H:13]([NH:16][C:25](=[O:26])[C:24]3[CH:28]=[CH:29][C:30]([O:31][CH2:32][CH3:33])=[C:22]([O:21][CH2:19][CH3:20])[CH:23]=3)[CH2:12][CH2:11]2)[C:6]([CH3:17])=[CH:5][N:4]=1. The catalyst class is: 623. (9) Reactant: [Br:1][C:2]1[CH:3]=[C:4]2[C:9](=[N:10][CH:11]=1)[N:8]([CH2:12][CH2:13][OH:14])[CH:7]=[C:6]([C:15]([O:17][CH2:18][CH3:19])=[O:16])[C:5]2=[O:20].C(N(CC)CC)C.[CH3:28][S:29](Cl)(=[O:31])=[O:30]. Product: [Br:1][C:2]1[CH:3]=[C:4]2[C:9](=[N:10][CH:11]=1)[N:8]([CH2:12][CH2:13][O:14][S:29]([CH3:28])(=[O:31])=[O:30])[CH:7]=[C:6]([C:15]([O:17][CH2:18][CH3:19])=[O:16])[C:5]2=[O:20]. The catalyst class is: 4.